Dataset: Experimentally validated miRNA-target interactions with 360,000+ pairs, plus equal number of negative samples. Task: Binary Classification. Given a miRNA mature sequence and a target amino acid sequence, predict their likelihood of interaction. (1) The miRNA is hsa-miR-3915 with sequence UUGAGGAAAAGAUGGUCUUAUU. The protein sequence of the target gene is MAWNSPSRRPVWQGGAPREDGGARGVWLPSSGQVSAQRTGRRLVGLEPTPTGSLTPRPPRPVPGMPRARKGNTLRKGGQRRGGGARSSAQADSGSSDDEAASEARSTASECPSLLSTTAEDSLGGDVVDEQGQQEDLEEKLKEYVDCLTDKSAKTRQGALESLRLALASRLLPDFLLERRLTLADALEKCLKKGKGEEQALAAAVLGLLCVQLGPGPKGEELFHSLQPLLVSVLSDSTASPAARLHCASALGLGCYVAAADIQDLVSCLACLESVFSRFYGLGGSSTSPVVPASLHGLLS.... Result: 1 (interaction). (2) The miRNA is mmu-miR-208a-3p with sequence AUAAGACGAGCAAAAAGCUUGU. The protein sequence of the target gene is MEPEEGTPLWRLQKLPPEQGAGLLHKIIDGFCGRAYPAHQDYHSVWNSAEWKHVLEDVTTFFKAVVGKNFSEEETLQQLNQLNSCHQEAVLKCLKSRRNEIKQALLGEIVDISCAQLQDFDWQLKLALSSDKIATLQMPLLNLHLDVKEDDKVKPYTVEMSKEELQSLISSLEAANKVVLQLK. Result: 0 (no interaction). (3) The miRNA is mmu-miR-679-5p with sequence GGACUGUGAGGUGACUCUUGGU. The protein sequence of the target gene is MGPRKKSAKVCVMDSEVAEEMTADEEKDYMNQLSHEVLCHIFRYLPLQDIMCMECLSRKLKEAVTLYLRVVRVVDLCAGRWWEYMPSGFTDSSFLTLLKKMPDVEQLYGLHPRYLERRRVRGQEAFSIPGVLEALQACPNLVGVETSHLELVESIWTYMPHVHILGKFRNRNGAFPIPPENKLKIPIGAKIQTLHLVGVNVPEIPCIPMLRHLYMKWVRLTKPQPFKDFLCISLRTFVMRNCAGPTNSLKYVPLVTGLASARNLEHLEMVRVPFLGGLIQHVVEDSWRSGGFRNLHTIVL.... Result: 0 (no interaction). (4) The miRNA is hsa-miR-509-3-5p with sequence UACUGCAGACGUGGCAAUCAUG. The protein sequence of the target gene is MLLGFRRGRRSHFKHIIHGLLPAASVAPKAAVPRTPPPRSPNPSPERPRSALAAAILATTLTGRTVAIPQPRQRSRSESDVSSVEQDSFIEPYATTSQLRPRPNWQSEMGRRSSLPSFETLDYGDEEDIETQLSSSGKELGDVSAREDRGGHSDDLYAVPHRNQVPLLHEVNSEDDENISHQDGFPGSPPAPQRTQQKDGKHPVLNLKDEKPPLCEKPPPSPDITGRARQRYTEITREKFEALKEENMDLNNMNQSLTLELNTMKQAMKELQLKLKGMEKEKRKLKEAEKASSQEVAAPE.... Result: 1 (interaction). (5) The miRNA is hsa-miR-5584-5p with sequence CAGGGAAAUGGGAAGAACUAGA. The protein sequence of the target gene is MLLTLAGGALFFPGLFALCTWALRRSQPGWSRTDCVMISTRLVSSVHAVLATGSGIVIIRSCDDVITGRHWLAREYVWFLIPYMIYDSYAMYLCEWCRTRDQNRAPSLTLRNFLSRNRLMITHHAVILFVLVPVAQRLRGDLGDFFVGCIFTAELSTPFVSLGRVLIQLKQQHTLLYKVNGILTLATFLSCRILLFPFMYWSYGRQQGLSLLQVPFSIPFYCNVANAFLVAPQIYWFCLLCRKAVRLFDTPQAKKDG. Result: 0 (no interaction).